This data is from Catalyst prediction with 721,799 reactions and 888 catalyst types from USPTO. The task is: Predict which catalyst facilitates the given reaction. (1) The catalyst class is: 126. Reactant: N[C:2]1[C:10]([O:11][CH3:12])=[CH:9][CH:8]=[CH:7][C:3]=1[C:4]([OH:6])=[O:5].N([O-])=O.[Na+].[I-:17].[K+]. Product: [I:17][C:2]1[C:10]([O:11][CH3:12])=[CH:9][CH:8]=[CH:7][C:3]=1[C:4]([OH:6])=[O:5]. (2) Reactant: [CH2:1]([O:4][CH:5]1[CH2:10][C:9]([CH3:12])([CH3:11])[N:8]([O:13][CH2:14][C:15]([OH:18])([CH3:17])[CH3:16])[C:7]([CH3:20])([CH3:19])[CH2:6]1)[CH:2]=[CH2:3].[CH3:21][SiH:22]([CH3:24])[CH3:23]. Product: [OH:18][C:15]([CH3:17])([CH3:16])[CH2:14][O:13][N:8]1[C:7]([CH3:20])([CH3:19])[CH2:6][CH:5]([O:4][CH2:1][CH2:2][CH2:3][Si:22]([CH3:24])([CH3:23])[CH3:21])[CH2:10][C:9]1([CH3:12])[CH3:11]. The catalyst class is: 32. (3) Reactant: [Cl:1][C:2]1[C:3]([N:8]2[C:12]([C:13]3[O:22][C:21](=[O:23])[C:20]4[C:15](=[C:16]([C:27]#[N:28])[CH:17]=[C:18]5[CH:26]=[N:25][NH:24][C:19]5=4)[N:14]=3)=[CH:11][C:10]([C:29]([F:32])([F:31])[F:30])=[N:9]2)=[N:4][CH:5]=[CH:6][CH:7]=1.Cl.[C:34]1([NH2:40])([CH:37]2[CH2:39][CH2:38]2)[CH2:36][CH2:35]1.C(N(CC)CC)C. Product: [C:34]1([NH:40][C:21]([C:20]2[C:15]([NH:14][C:13]([C:12]3[N:8]([C:3]4[C:2]([Cl:1])=[CH:7][CH:6]=[CH:5][N:4]=4)[N:9]=[C:10]([C:29]([F:31])([F:30])[F:32])[CH:11]=3)=[O:22])=[C:16]([C:27]#[N:28])[CH:17]=[C:18]3[C:19]=2[NH:24][N:25]=[CH:26]3)=[O:23])([CH:37]2[CH2:39][CH2:38]2)[CH2:36][CH2:35]1. The catalyst class is: 9. (4) Reactant: [Si:1](Cl)([C:14]([CH3:17])([CH3:16])[CH3:15])([C:8]1[CH:13]=[CH:12][CH:11]=[CH:10][CH:9]=1)[C:2]1[CH:7]=[CH:6][CH:5]=[CH:4][CH:3]=1.[OH:19][CH2:20][C:21]1([C@H:24]2[CH2:28][C:27](=[O:29])[N:26]([C@H:30]([C:32]3[CH:37]=[CH:36][CH:35]=[CH:34][CH:33]=3)[CH3:31])[CH2:25]2)[CH2:23][CH2:22]1.N1C=CN=C1. Product: [O:19]([CH2:20][C:21]1([C@H:24]2[CH2:28][C:27](=[O:29])[N:26]([C@H:30]([C:32]3[CH:33]=[CH:34][CH:35]=[CH:36][CH:37]=3)[CH3:31])[CH2:25]2)[CH2:22][CH2:23]1)[Si:1]([C:14]([CH3:17])([CH3:16])[CH3:15])([C:8]1[CH:13]=[CH:12][CH:11]=[CH:10][CH:9]=1)[C:2]1[CH:7]=[CH:6][CH:5]=[CH:4][CH:3]=1. The catalyst class is: 42. (5) Reactant: [CH2:1]([N:3]1[CH2:16][CH2:15][C:6]2[NH:7][C:8]3[CH:9]=[CH:10][C:11]([CH3:14])=[CH:12][C:13]=3[C:5]=2[CH2:4]1)[CH3:2].[CH3:17][C:18]1[CH:23]=[CH:22][C:21]([CH:24]=[CH2:25])=[CH:20][N:19]=1.[H-].[Na+]. Product: [CH2:1]([N:3]1[CH2:16][CH2:15][C:6]2[N:7]([CH2:25][CH2:24][C:21]3[CH:20]=[N:19][C:18]([CH3:17])=[CH:23][CH:22]=3)[C:8]3[CH:9]=[CH:10][C:11]([CH3:14])=[CH:12][C:13]=3[C:5]=2[CH2:4]1)[CH3:2]. The catalyst class is: 16. (6) Reactant: [CH3:1][CH2:2][O:3][CH:4]([O:13][CH2:14][CH3:15])[C:5]1[CH:10]=[CH:9][C:8]([CH:11]=O)=[CH:7][CH:6]=1.[O:16]1[CH2:21][CH2:20][N:19]([CH2:22][CH2:23][CH2:24][NH2:25])[CH2:18][CH2:17]1.[BH4-].[Na+]. Product: [CH2:2]([O:3][CH:4]([O:13][CH2:14][CH3:15])[C:5]1[CH:10]=[CH:9][C:8]([CH2:11][NH:25][CH2:24][CH2:23][CH2:22][N:19]2[CH2:20][CH2:21][O:16][CH2:17][CH2:18]2)=[CH:7][CH:6]=1)[CH3:1]. The catalyst class is: 68.